Task: Regression. Given a peptide amino acid sequence and an MHC pseudo amino acid sequence, predict their binding affinity value. This is MHC class I binding data.. Dataset: Peptide-MHC class I binding affinity with 185,985 pairs from IEDB/IMGT (1) The peptide sequence is RPVFARLPF. The MHC is HLA-A69:01 with pseudo-sequence HLA-A69:01. The binding affinity (normalized) is 0.0847. (2) The peptide sequence is VWLGFIAGL. The MHC is HLA-A23:01 with pseudo-sequence HLA-A23:01. The binding affinity (normalized) is 0.181.